From a dataset of NCI-60 drug combinations with 297,098 pairs across 59 cell lines. Regression. Given two drug SMILES strings and cell line genomic features, predict the synergy score measuring deviation from expected non-interaction effect. (1) Drug 1: CC1C(C(CC(O1)OC2CC(CC3=C2C(=C4C(=C3O)C(=O)C5=C(C4=O)C(=CC=C5)OC)O)(C(=O)C)O)N)O.Cl. Drug 2: CC1=C2C(C(=O)C3(C(CC4C(C3C(C(C2(C)C)(CC1OC(=O)C(C(C5=CC=CC=C5)NC(=O)OC(C)(C)C)O)O)OC(=O)C6=CC=CC=C6)(CO4)OC(=O)C)O)C)O. Cell line: COLO 205. Synergy scores: CSS=41.2, Synergy_ZIP=-5.71, Synergy_Bliss=-9.53, Synergy_Loewe=-13.3, Synergy_HSA=-8.07. (2) Drug 1: C(CN)CNCCSP(=O)(O)O. Drug 2: COCCOC1=C(C=C2C(=C1)C(=NC=N2)NC3=CC=CC(=C3)C#C)OCCOC.Cl. Cell line: MALME-3M. Synergy scores: CSS=11.2, Synergy_ZIP=3.78, Synergy_Bliss=6.41, Synergy_Loewe=7.28, Synergy_HSA=4.51.